Predict the reaction yield, written as a fraction of the theoretical maximum amount of product (1.0 means a 100% yield; for example, 0.34 means a 34% yield). From a dataset of Reaction yield outcomes from USPTO patents with 853,638 reactions. (1) The reactants are [CH2:1]([O:3][C:4]([C:6]1[CH:7]=[C:8]([C:15](=[O:20])C(Cl)(Cl)Cl)[N:9]2[CH2:14][CH2:13][O:12][CH2:11][C:10]=12)=[O:5])[CH3:2].[NH:21]1[CH2:25][CH2:24][CH2:23][CH2:22]1. The catalyst is O1CCCC1. The product is [CH2:1]([O:3][C:4]([C:6]1[CH:7]=[C:8]([C:15]([N:21]2[CH2:25][CH2:24][CH2:23][CH2:22]2)=[O:20])[N:9]2[CH2:14][CH2:13][O:12][CH2:11][C:10]=12)=[O:5])[CH3:2]. The yield is 0.920. (2) The yield is 0.940. The reactants are Cl.[Br:2][C:3]1[CH:4]=[CH:5][C:6]([CH3:11])=[C:7]([NH:9][NH2:10])[CH:8]=1.C(O[CH:15]=[C:16]([C:19]#[N:20])[C:17]#[N:18])C. The product is [NH2:20][C:19]1[N:9]([C:7]2[CH:8]=[C:3]([Br:2])[CH:4]=[CH:5][C:6]=2[CH3:11])[N:10]=[CH:15][C:16]=1[C:17]#[N:18]. The catalyst is CO.